This data is from Full USPTO retrosynthesis dataset with 1.9M reactions from patents (1976-2016). The task is: Predict the reactants needed to synthesize the given product. (1) Given the product [Cl:22][C:17]1[CH:18]=[CH:19][CH:20]=[CH:21][C:16]=1[S:15][C:13]1[CH:12]=[CH:11][N:10]=[C:9]([NH:7][C:4]2[S:5][CH:6]=[C:2]([CH3:1])[N:3]=2)[CH:14]=1, predict the reactants needed to synthesize it. The reactants are: [CH3:1][C:2]1[N:3]=[C:4]([NH2:7])[S:5][CH:6]=1.Cl[C:9]1[CH:14]=[C:13]([S:15][C:16]2[CH:21]=[CH:20][CH:19]=[CH:18][C:17]=2[Cl:22])[CH:12]=[CH:11][N:10]=1.P([O-])([O-])([O-])=O.[K+].[K+].[K+]. (2) Given the product [NH2:21][C:17]1[C:15]2[S:16][C:7]3[C:8](=[N:9][CH:10]=[C:11]([C:12]#[N:13])[C:6]=3[NH:5][C:4]3[CH:24]=[CH:25][CH:26]=[C:2]([Br:1])[CH:3]=3)[C:14]=2[CH:20]=[CH:19][CH:18]=1, predict the reactants needed to synthesize it. The reactants are: [Br:1][C:2]1[CH:3]=[C:4]([CH:24]=[CH:25][CH:26]=1)[NH:5][C:6]1[C:11]([C:12]#[N:13])=[CH:10][N:9]=[C:8]2[C:14]3[CH:20]=[CH:19][CH:18]=[C:17]([N+:21]([O-])=O)[C:15]=3[S:16][C:7]=12.CO.